This data is from Full USPTO retrosynthesis dataset with 1.9M reactions from patents (1976-2016). The task is: Predict the reactants needed to synthesize the given product. (1) Given the product [C:15]([C:12]1[CH:13]=[C:14]2[C:9](=[CH:10][CH:11]=1)[NH:8][C:7]([CH3:19])=[C:6]2[C:4](=[O:5])[C:3]1[CH:20]=[CH:21][C:22]([Cl:24])=[CH:23][C:2]=1[Cl:1])([OH:17])=[O:16], predict the reactants needed to synthesize it. The reactants are: [Cl:1][C:2]1[CH:23]=[C:22]([Cl:24])[CH:21]=[CH:20][C:3]=1[C:4]([C:6]1[C:14]2[C:9](=[CH:10][CH:11]=[C:12]([C:15]([O:17]C)=[O:16])[CH:13]=2)[NH:8][C:7]=1[CH3:19])=[O:5].[OH-].[Na+]. (2) Given the product [Br:10][C:3]1[CH:4]=[C:5]([C:6]#[N:7])[CH:8]=[CH:9][C:2]=1[NH:1][CH:14]=[C:15]([C:16]([O:18][CH2:19][CH3:20])=[O:17])[C:21]([O:23][CH2:24][CH3:25])=[O:22], predict the reactants needed to synthesize it. The reactants are: [NH2:1][C:2]1[CH:9]=[CH:8][C:5]([C:6]#[N:7])=[CH:4][C:3]=1[Br:10].C(O[CH:14]=[C:15]([C:21]([O:23][CH2:24][CH3:25])=[O:22])[C:16]([O:18][CH2:19][CH3:20])=[O:17])C.